The task is: Predict the product of the given reaction.. This data is from Forward reaction prediction with 1.9M reactions from USPTO patents (1976-2016). Given the reactants [OH:1][CH2:2][CH2:3][N:4]([CH3:18])[S:5]([C:8]1[C:13]([CH3:14])=[CH:12][C:11]([O:15][CH3:16])=[CH:10][C:9]=1[CH3:17])(=[O:7])=[O:6].[OH-].[Na+].[C:21]([O:25][C:26](=[O:29])[CH2:27]Br)([CH3:24])([CH3:23])[CH3:22], predict the reaction product. The product is: [CH3:16][O:15][C:11]1[CH:12]=[C:13]([CH3:14])[C:8]([S:5]([N:4]([CH2:3][CH2:2][O:1][CH2:27][C:26]([O:25][C:21]([CH3:24])([CH3:23])[CH3:22])=[O:29])[CH3:18])(=[O:7])=[O:6])=[C:9]([CH3:17])[CH:10]=1.